From a dataset of Reaction yield outcomes from USPTO patents with 853,638 reactions. Predict the reaction yield, written as a fraction of the theoretical maximum amount of product (1.0 means a 100% yield; for example, 0.34 means a 34% yield). The reactants are CC(C)([O-])C.[K+].[CH2:7]([O:14][C:15]([NH:17][CH:18]1[CH2:23][CH2:22][CH:21]([C:24]([O:26]CC)=[O:25])[CH2:20][CH2:19]1)=[O:16])[C:8]1[CH:13]=[CH:12][CH:11]=[CH:10][CH:9]=1.O.Cl. The catalyst is O1CCCC1. The product is [CH2:7]([O:14][C:15]([NH:17][C@H:18]1[CH2:23][CH2:22][C@H:21]([C:24]([OH:26])=[O:25])[CH2:20][CH2:19]1)=[O:16])[C:8]1[CH:9]=[CH:10][CH:11]=[CH:12][CH:13]=1. The yield is 0.527.